The task is: Predict which catalyst facilitates the given reaction.. This data is from Catalyst prediction with 721,799 reactions and 888 catalyst types from USPTO. (1) Reactant: FC(F)(F)C(O)=O.[Cl:8][C:9]1[CH:10]=[C:11]([CH:15]2[C:19]([C:22]3[CH:27]=[CH:26][C:25]([Cl:28])=[CH:24][CH:23]=3)([C:20]#[N:21])[CH:18]([CH2:29][C:30]([CH3:33])([CH3:32])[CH3:31])[NH:17][C:16]2([CH3:37])[C:34](O)=[O:35])[CH:12]=[CH:13][CH:14]=1.[NH2:38][CH2:39][CH2:40][CH2:41][OH:42].CN(C(ON1N=NC2C=CC=NC1=2)=[N+](C)C)C.F[P-](F)(F)(F)(F)F.CCN(C(C)C)C(C)C. Product: [OH:42][CH2:41][CH2:40][CH2:39][NH:38][C:34]([C:16]1([CH3:37])[CH:15]([C:11]2[CH:12]=[CH:13][CH:14]=[C:9]([Cl:8])[CH:10]=2)[C:19]([C:22]2[CH:23]=[CH:24][C:25]([Cl:28])=[CH:26][CH:27]=2)([C:20]#[N:21])[CH:18]([CH2:29][C:30]([CH3:33])([CH3:32])[CH3:31])[NH:17]1)=[O:35]. The catalyst class is: 2. (2) Reactant: CC1C=CC(S(Cl)(=O)=O)=CC=1.[CH2:12]([OH:18])[CH2:13][CH2:14][CH2:15][C:16]#[CH:17].N1C=CC=CC=1.CC1C=CC(S(OCCCCC#C)(=O)=O)=CC=1.[O:42]=[CH:43][C:44]1[CH:52]=[CH:51][C:49](O)=[C:46]([O:47][CH3:48])[CH:45]=1. Product: [CH2:12]([O:18][C:49]1[CH:51]=[CH:52][C:44]([CH:43]=[O:42])=[CH:45][C:46]=1[O:47][CH3:48])[CH2:13][CH2:14][CH2:15][C:16]#[CH:17]. The catalyst class is: 2. (3) Reactant: [Br:1][C:2]1[CH:15]=[CH:14][C:5]([CH2:6][CH:7](C(O)=O)[C:8]([OH:10])=[O:9])=[CH:4][CH:3]=1. Product: [Br:1][C:2]1[CH:3]=[CH:4][C:5]([CH2:6][CH2:7][C:8]([OH:10])=[O:9])=[CH:14][CH:15]=1. The catalyst class is: 16. (4) Reactant: Br[C:2]1[CH:3]=[C:4]([C:7]([NH2:9])=[O:8])[S:5][CH:6]=1.[B:10]1([B:10]2[O:14][C:13]([CH3:16])([CH3:15])[C:12]([CH3:18])([CH3:17])[O:11]2)[O:14][C:13]([CH3:16])([CH3:15])[C:12]([CH3:18])([CH3:17])[O:11]1.CC([O-])=O.[K+]. Product: [CH3:17][C:12]1([CH3:18])[C:13]([CH3:16])([CH3:15])[O:14][B:10]([C:2]2[CH:3]=[C:4]([C:7]([NH2:9])=[O:8])[S:5][CH:6]=2)[O:11]1. The catalyst class is: 12.